Binary Classification. Given a miRNA mature sequence and a target amino acid sequence, predict their likelihood of interaction. From a dataset of Experimentally validated miRNA-target interactions with 360,000+ pairs, plus equal number of negative samples. (1) The miRNA is mmu-miR-361-5p with sequence UUAUCAGAAUCUCCAGGGGUAC. Result: 0 (no interaction). The protein sequence of the target gene is MLPAAPGKGLGSPDPAPCGPAPPGNTKDIIMIYEEDAEEWALYLTEVFLHVVKREAILLYRLENFSFRHLELLNLTSYKCKLLILSNSLLRDLTPKKCQFLEKILHSPKSVVTLLCGVKSSDQLYELLNISQSRWEISTEQEPEDYISVIQSIIFKDSEDYFEVNIPTDLRAKHSGEISERKEIEELSEASRNTIPLAVVLPTEIPCENPGEIFIILRDEVIGDTVEVEFTSSNKRIRTRPALWNKKVWCMKALEFPAGSVHVNVYCDGIVKATTKIKYYPTAKAKECLFRMADSGESLC.... (2) The miRNA is ath-miR172c with sequence AGAAUCUUGAUGAUGCUGCAG. The protein sequence of the target gene is MDFVMKQALGGATKDMGKMLGGEEEKDPDAQKKEEERQEALRQQEEERKAKHARMEAEREKVRQQIRDKYGLKKKEEKEAEEKAALEQPCEGSLTRPKKAIPAGCGDEEEEEEESILDTVLKYLPGPLQDMFKK. Result: 0 (no interaction). (3) The miRNA is hsa-miR-7856-5p with sequence UUUUAAGGACACUGAGGGAUC. The protein sequence of the target gene is MEPNSLQWVGSPCGLHGPYIFYKAFQFHLEGKPRILSLGDFFFVRCTPKDPICIAELQLLWEERTSRQLLSSSKLYFLPEDTPQGRNSDHGEDEVIAVSEKVIVKLEDLVKWAHSDFSKWRCGLRATPVKTEAFGRNGQKEALLRYRQSTLNSGLNFKDVLKEKADLGEDEEETNVIVLSYPQYCRYRSMLKRIQDKPSSILTDQFALALGGIAVVSRNPQILYCRDTFDHPTLIENESVCDEFAPNLKGRPRKKKTCPQRRDSFSGSKDPNNNCDGKVISKVKGEARSALTKPKNNHNN.... Result: 0 (no interaction). (4) The miRNA is hsa-miR-642a-5p with sequence GUCCCUCUCCAAAUGUGUCUUG. The protein sequence of the target gene is MKRPKEPSGSDGESDGPIDVGQEGQLSQMARPLSTPSSSQMQARKKHRGIIEKRRRDRINSSLSELRRLVPTAFEKQGSSKLEKAEVLQMTVDHLKMLHATGGTGFFDARALAVDFRSIGFRECLTEVIRYLGVLEGPSSRADPVRIRLLSHLNSYAAEMEPSPTPTGPLAFPAWPWSFFHSCPGLPALSNQLAILGRVPSPVLPGVSSPAYPIPALRTAPLRRATGIILPARRNVLPSRGASSTRRARPLERPATPVPVAPSSRAARSSHIAPLLQSSSPTPPGPTGSAAYVAVPTPNS.... Result: 1 (interaction). (5) The miRNA is mmu-miR-299a-5p with sequence UGGUUUACCGUCCCACAUACAU. The protein sequence of the target gene is MEQSPPPAPEPTQGPTPARSRRRREPESPPASAPIPLFGADTIGQRSPDGPVLSKAEFVEKVRQSNQACHDGDFHTAIVLYNEALAVDPQNCILYSNRSAAYMKIQQYDKALDDAIKARLLNPKWPKAYFRQGVALQYLGRHADALAAFASGLAQDPKSLQLLVGMVEAAMKSPMRDSLEPTYQQLQKMKLDKSPFVVVSVVGQELLTAGHHGASVVVLEAALKIGTCSLKLRGSVFSALSSAYWSLGNTEKSTGYMQQDLDVAKTLGDQTGECRAHGNLGSAFFSKGNYREALTNHRHQ.... Result: 0 (no interaction). (6) The miRNA is hsa-miR-26b-3p with sequence CCUGUUCUCCAUUACUUGGCU. The protein sequence of the target gene is MTGKLYGNKDNFRTQKVLIAAKLANKTVTLAGDAAPADKFPLGVTPAFEGDALLFGAESIGLHLTGTSANAETVQWLQFAEGYLLPAVLGYVLPSVSAANFDKKTVEQYKNELNGQLQVLDRVLVKKTYLVGERLSLADVSVALDLLPAFQYVLDANARKSIVNVTRWFRTVVNQPAVKEVLGEVSLASSVAQFNQAKFTELSAKVAKSAPKAEKPKKEAKPAAAAAQPEDDEPKEEKSKDPFQDMPKGTFVLDNFKRSYSNEDTATKAIPHFWENFDADNWSIWKCEYKYPEDLTLAFM.... Result: 0 (no interaction).